From a dataset of Full USPTO retrosynthesis dataset with 1.9M reactions from patents (1976-2016). Predict the reactants needed to synthesize the given product. (1) Given the product [F:18][C:6]1[C:5]([C:19]2[CH:24]=[CH:23][CH:22]=[CH:21][CH:20]=2)=[C:4]([CH3:25])[C:3]([C:1]#[N:2])=[C:8]2[C:7]=1[O:17][C:10]([C:11]([CH3:14])([CH3:15])[CH2:12][OH:13])=[N:9]2, predict the reactants needed to synthesize it. The reactants are: [C:1]([C:3]1[C:4]([CH3:25])=[C:5]([C:19]2[CH:24]=[CH:23][CH:22]=[CH:21][CH:20]=2)[C:6]([F:18])=[C:7]([OH:17])[C:8]=1[NH:9][C:10](=O)[C:11]([CH3:15])([CH3:14])[CH2:12][OH:13])#[N:2].C1(C)C=CC(S([O-])(=O)=O)=CC=1.[NH+]1C=CC=CC=1. (2) Given the product [C:10]1([C:16]2[S:20][C:19]3=[N:21][C:22]([CH2:24][CH2:25][OH:26])=[CH:23][N:18]3[CH:17]=2)[CH:11]=[CH:12][CH:13]=[CH:14][CH:15]=1, predict the reactants needed to synthesize it. The reactants are: CC(C[AlH]CC(C)C)C.[C:10]1([C:16]2[S:20][C:19]3=[N:21][C:22]([CH2:24][C:25](OCC)=[O:26])=[CH:23][N:18]3[CH:17]=2)[CH:15]=[CH:14][CH:13]=[CH:12][CH:11]=1. (3) Given the product [CH3:1][C:2]1[O:6][C:5]([C:7]2[CH:8]=[CH:9][C:10]3[O:14][CH:13]=[C:12]([C:15]4[CH:24]=[CH:23][C:18]([CH2:19][OH:20])=[CH:17][CH:16]=4)[C:11]=3[CH:25]=2)=[N:4][N:3]=1, predict the reactants needed to synthesize it. The reactants are: [CH3:1][C:2]1[O:6][C:5]([C:7]2[CH:8]=[CH:9][C:10]3[O:14][CH:13]=[C:12]([C:15]4[CH:24]=[CH:23][C:18]([C:19](OC)=[O:20])=[CH:17][CH:16]=4)[C:11]=3[CH:25]=2)=[N:4][N:3]=1.[H-].[Al+3].[Li+].[H-].[H-].[H-].O.O.O.O.O.O.O.O.O.O.S([O-])([O-])(=O)=O.[Na+].[Na+]. (4) Given the product [CH:2]1([CH2:5][O:6][C:7]2[CH:12]=[CH:11][C:10]([F:13])=[CH:9][C:8]=2[C:14]2[C:15]3[NH:22][C:21]([CH3:23])=[C:20]([C:24]([NH:26][C@@H:27]4[CH2:31][CH2:30][N:29]([C:36](=[O:35])[CH2:37][OH:38])[CH2:28]4)=[O:25])[C:16]=3[N:17]=[CH:18][N:19]=2)[CH2:4][CH2:3]1, predict the reactants needed to synthesize it. The reactants are: Cl.[CH:2]1([CH2:5][O:6][C:7]2[CH:12]=[CH:11][C:10]([F:13])=[CH:9][C:8]=2[C:14]2[C:15]3[NH:22][C:21]([CH3:23])=[C:20]([C:24]([NH:26][C@@H:27]4[CH2:31][CH2:30][NH:29][CH2:28]4)=[O:25])[C:16]=3[N:17]=[CH:18][N:19]=2)[CH2:4][CH2:3]1.C([O:35][CH2:36][C:37](Cl)=[O:38])(=O)C. (5) Given the product [CH2:32]([S:31][C:2]1[CH:30]=[CH:29][C:5]([C:6]([NH:8][CH2:9][CH2:10][NH:11][C:12]([C:14]2[C:15]([C:25]([F:28])([F:27])[F:26])=[N:16][N:17]([C:19]3[CH:24]=[CH:23][CH:22]=[CH:21][CH:20]=3)[CH:18]=2)=[O:13])=[O:7])=[CH:4][N:3]=1)[CH3:33], predict the reactants needed to synthesize it. The reactants are: Cl[C:2]1[CH:30]=[CH:29][C:5]([C:6]([NH:8][CH2:9][CH2:10][NH:11][C:12]([C:14]2[C:15]([C:25]([F:28])([F:27])[F:26])=[N:16][N:17]([C:19]3[CH:24]=[CH:23][CH:22]=[CH:21][CH:20]=3)[CH:18]=2)=[O:13])=[O:7])=[CH:4][N:3]=1.[S-:31][CH2:32][CH3:33].[Na+].C1COCC1. (6) Given the product [C:9]1([C:15](=[N:7][OH:8])[CH2:16][C:17]2[CH:21]=[CH:20][S:19][CH:18]=2)[CH:14]=[CH:13][CH:12]=[CH:11][CH:10]=1, predict the reactants needed to synthesize it. The reactants are: C([O-])(=O)C.[Na+].Cl.[NH2:7][OH:8].[C:9]1([C:15](=O)[CH2:16][C:17]2[CH:21]=[CH:20][S:19][CH:18]=2)[CH:14]=[CH:13][CH:12]=[CH:11][CH:10]=1.